Predict which catalyst facilitates the given reaction. From a dataset of Catalyst prediction with 721,799 reactions and 888 catalyst types from USPTO. (1) Reactant: [OH:1][C:2]1[CH:3]=[C:4]2[C:9](=[CH:10][CH:11]=1)[N:8]=[CH:7][CH:6]=[C:5]2[O:12][C:13]1[CH:26]=[CH:25][C:16]2[C:17]([C:21]([NH:23][CH3:24])=[O:22])=[C:18]([CH3:20])[S:19][C:15]=2[CH:14]=1.Br[CH2:28][CH2:29][CH:30]1[CH2:34][CH2:33][CH2:32][N:31]1[CH3:35].C([O-])([O-])=O.[Cs+].[Cs+]. Product: [CH3:24][NH:23][C:21]([C:17]1[C:16]2[CH:25]=[CH:26][C:13]([O:12][C:5]3[C:4]4[C:9](=[CH:10][CH:11]=[C:2]([O:1][CH2:28][CH2:29][CH:30]5[CH2:34][CH2:33][CH2:32][N:31]5[CH3:35])[CH:3]=4)[N:8]=[CH:7][CH:6]=3)=[CH:14][C:15]=2[S:19][C:18]=1[CH3:20])=[O:22]. The catalyst class is: 16. (2) Reactant: C[C:2]1[C:7]([C:8]([OH:10])=[O:9])=[CH:6][N:5]=[C:4](Cl)[N:3]=1.[CH2:12]([O:15][C:16]1[CH:21]=[CH:20][C:19](B(O)O)=[C:18]([C:25]([F:28])([F:27])[F:26])[CH:17]=1)[CH2:13][CH3:14].[O-]P([O-])([O-])=O.[K+].[K+].[K+].O1CCOC[CH2:38]1.O. Product: [CH2:12]([O:15][C:16]1[CH:21]=[CH:20][C:19]([C:4]2[N:5]=[CH:6][C:7]([C:8]([O:10][CH3:38])=[O:9])=[CH:2][N:3]=2)=[C:18]([C:25]([F:28])([F:27])[F:26])[CH:17]=1)[CH2:13][CH3:14]. The catalyst class is: 73. (3) Reactant: C[O:2][C:3](=O)[C:4]1[CH:9]=[C:8]([O:10][CH3:11])[CH:7]=[C:6]([F:12])[C:5]=1[F:13].[Li+].[BH4-]. Product: [F:13][C:5]1[C:6]([F:12])=[CH:7][C:8]([O:10][CH3:11])=[CH:9][C:4]=1[CH2:3][OH:2]. The catalyst class is: 49. (4) Reactant: [CH3:1][N:2]([CH3:27])[C:3]1([C:21]2[CH:26]=[CH:25][CH:24]=[CH:23][CH:22]=2)[CH2:8][CH2:7][CH:6]([CH2:9][C:10]([NH:12][CH2:13][CH2:14][C:15]2[CH:20]=[CH:19][CH:18]=[CH:17][CH:16]=2)=[O:11])[CH2:5][CH2:4]1.[Cl:28][Si](C)(C)C. Product: [ClH:28].[CH3:27][N:2]([CH3:1])[C:3]1([C:21]2[CH:22]=[CH:23][CH:24]=[CH:25][CH:26]=2)[CH2:4][CH2:5][CH:6]([CH2:9][C:10]([NH:12][CH2:13][CH2:14][C:15]2[CH:20]=[CH:19][CH:18]=[CH:17][CH:16]=2)=[O:11])[CH2:7][CH2:8]1. The catalyst class is: 573. (5) Reactant: Br[C:2]1[S:3][C:4]([C:7]([O:9][CH2:10][CH3:11])=[O:8])=[CH:5][N:6]=1.[Cl-].[F:13][C:14]([F:29])([F:28])[C:15]1[CH:16]=[C:17]([N:21]2[CH2:26][C@@H:25]3[CH2:27][C@H:22]2[CH2:23][NH2+:24]3)[CH:18]=[CH:19][CH:20]=1.C(N(CC)CC)C.C1COCC1. Product: [F:29][C:14]([F:13])([F:28])[C:15]1[CH:16]=[C:17]([N:21]2[CH2:26][C@@H:25]3[CH2:27][C@H:22]2[CH2:23][N:24]3[C:2]2[S:3][C:4]([C:7]([O:9][CH2:10][CH3:11])=[O:8])=[CH:5][N:6]=2)[CH:18]=[CH:19][CH:20]=1. The catalyst class is: 12. (6) Reactant: [CH3:1][C:2]1[CH:7]=[CH:6][C:5]([C:8]2[CH:13]=[C:12]([N:14]3[CH2:18][CH2:17][CH2:16][C:15]3=[O:19])[CH:11]=[C:10]([C:20](O)=[O:21])[CH:9]=2)=[CH:4][CH:3]=1.[CH3:23][C:24]1[N:29]=[CH:28][C:27]([C@H:30]([NH2:32])[CH3:31])=[CH:26][N:25]=1.F[P-](F)(F)(F)(F)F.C[N+](C)=C(N(C)C)ON1C2N=CC=CC=2N=N1.C(N(CC)C(C)C)(C)C. Product: [CH3:23][C:24]1[N:29]=[CH:28][C:27]([C@H:30]([NH:32][C:20]([C:10]2[CH:9]=[C:8]([C:5]3[CH:6]=[CH:7][C:2]([CH3:1])=[CH:3][CH:4]=3)[CH:13]=[C:12]([N:14]3[CH2:18][CH2:17][CH2:16][C:15]3=[O:19])[CH:11]=2)=[O:21])[CH3:31])=[CH:26][N:25]=1. The catalyst class is: 3. (7) Reactant: Cl[C:2]1[CH:3]=[CH:4][C:5]([N+:9]([O-:11])=[O:10])=[C:6]([CH:8]=1)[NH2:7].[NH:12]1[CH:16]=[CH:15][CH:14]=[CH:13]1.[OH-].[K+]. Product: [N+:9]([C:5]1[CH:4]=[CH:3][C:2]([N:12]2[CH:16]=[CH:15][CH:14]=[CH:13]2)=[CH:8][C:6]=1[NH2:7])([O-:11])=[O:10]. The catalyst class is: 16. (8) Reactant: [N:1]([CH2:4][C@@H:5]1[CH2:9][N:8]([C:10]2[CH:11]=[CH:12][C:13]3[O:14][CH2:15][C:16](=[O:20])[NH:17][C:18]=3[N:19]=2)[C:7](=[O:21])[CH2:6]1)=[N+]=[N-]. Product: [NH2:1][CH2:4][C@@H:5]1[CH2:9][N:8]([C:10]2[CH:11]=[CH:12][C:13]3[O:14][CH2:15][C:16](=[O:20])[NH:17][C:18]=3[N:19]=2)[C:7](=[O:21])[CH2:6]1. The catalyst class is: 19.